Dataset: Catalyst prediction with 721,799 reactions and 888 catalyst types from USPTO. Task: Predict which catalyst facilitates the given reaction. (1) Reactant: [O:1]=[C:2]1[C:11]([CH:12]2[CH2:17][CH2:16][N:15]([C:18]([O:20][CH:21]([C:36]3[N:37]([CH2:41][C:42]4[CH:47]=[C:46]([F:48])[CH:45]=[C:44]([F:49])[CH:43]=4)[CH:38]=[CH:39][N:40]=3)[CH2:22][C:23]3[CH:31]=[C:30]([CH3:32])[C:29]4[C:25](=[CH:26][N:27](COC)[N:28]=4)[CH:24]=3)=[O:19])[CH2:14][CH2:13]2)=[CH:10][C:9]2[C:4](=[CH:5][CH:6]=[CH:7][CH:8]=2)[NH:3]1.C(Cl)(=O)C. Product: [O:1]=[C:2]1[C:11]([CH:12]2[CH2:13][CH2:14][N:15]([C:18]([O:20][C@@H:21]([C:36]3[N:37]([CH2:41][C:42]4[CH:47]=[C:46]([F:48])[CH:45]=[C:44]([F:49])[CH:43]=4)[CH:38]=[CH:39][N:40]=3)[CH2:22][C:23]3[CH:24]=[C:25]4[C:29](=[C:30]([CH3:32])[CH:31]=3)[NH:28][N:27]=[CH:26]4)=[O:19])[CH2:16][CH2:17]2)=[CH:10][C:9]2[C:4](=[CH:5][CH:6]=[CH:7][CH:8]=2)[NH:3]1. The catalyst class is: 5. (2) Reactant: [F:1][C:2]1[CH:7]=[CH:6][C:5]([C:8]2[C:12]([CH2:13][NH:14][C:15]3[CH:16]=[C:17]([C:20]([OH:22])=O)[NH:18][N:19]=3)=[C:11]([CH3:23])[O:10][N:9]=2)=[CH:4][CH:3]=1.O.ON1C2C=CC=CC=2N=N1.C(N(C(C)C)C(C)C)C.[OH:44][C:45]([CH3:49])([CH3:48])[CH2:46][NH2:47].[Cl-].[Na+]. Product: [OH:44][C:45]([CH3:49])([CH3:48])[CH2:46][NH:47][C:20]([C:17]1[NH:18][N:19]=[C:15]([NH:14][CH2:13][C:12]2[C:8]([C:5]3[CH:4]=[CH:3][C:2]([F:1])=[CH:7][CH:6]=3)=[N:9][O:10][C:11]=2[CH3:23])[CH:16]=1)=[O:22]. The catalyst class is: 3.